From a dataset of Reaction yield outcomes from USPTO patents with 853,638 reactions. Predict the reaction yield, written as a fraction of the theoretical maximum amount of product (1.0 means a 100% yield; for example, 0.34 means a 34% yield). (1) The reactants are [Cl:1][C:2]1[CH:3]=[CH:4][C:5]([N+:18]([O-])=O)=[C:6]([C:8]2[C:9]([C:13](OCC)=[O:14])=[N:10][O:11][CH:12]=2)[CH:7]=1.[O-]S(S([O-])=O)=O.[Na+].[Na+].CCO. The catalyst is O. The product is [Cl:1][C:2]1[CH:3]=[CH:4][C:5]2[NH:18][C:13](=[O:14])[C:9]3=[N:10][O:11][CH:12]=[C:8]3[C:6]=2[CH:7]=1. The yield is 0.470. (2) The reactants are [CH3:1][O-].[Na+].[C:4]([O:12]C)(=O)[CH2:5][CH2:6][C:7]([O:9][CH3:10])=[O:8].C(OCC)=O.[NH2:19][C:20]([NH2:22])=[S:21]. The catalyst is C(OCC)C. The product is [CH3:10][O:9][C:7]([CH2:6][C:5]1[C:4](=[O:12])[NH:19][C:20](=[S:21])[NH:22][CH:1]=1)=[O:8]. The yield is 0.200. (3) The reactants are [F:1][C:2]1[CH:7]=[CH:6][C:5]([C:8](=[C:16]2[CH2:21][C:20]([CH3:23])([CH3:22])[CH2:19][C:18]([CH3:25])([CH3:24])[CH2:17]2)[C:9]2[CH:14]=[CH:13][C:12]([OH:15])=[CH:11][CH:10]=2)=[CH:4][CH:3]=1.C([O-])([O-])=O.[K+].[K+].Br[CH2:33][CH2:34][CH2:35][C:36]([O:38][CH2:39][CH3:40])=[O:37]. The catalyst is CC(C)=O. The product is [F:1][C:2]1[CH:3]=[CH:4][C:5]([C:8](=[C:16]2[CH2:17][C:18]([CH3:25])([CH3:24])[CH2:19][C:20]([CH3:23])([CH3:22])[CH2:21]2)[C:9]2[CH:14]=[CH:13][C:12]([O:15][CH2:33][CH2:34][CH2:35][C:36]([O:38][CH2:39][CH3:40])=[O:37])=[CH:11][CH:10]=2)=[CH:6][CH:7]=1. The yield is 0.900. (4) The reactants are Cl[C:2]1[CH:7]=[CH:6][C:5]([N+:8]([O-:10])=[O:9])=[CH:4][N:3]=1.[CH3:11][NH:12][CH3:13]. The catalyst is C(O)C. The product is [CH3:11][N:12]([CH3:13])[C:2]1[CH:7]=[CH:6][C:5]([N+:8]([O-:10])=[O:9])=[CH:4][N:3]=1. The yield is 0.980. (5) The reactants are [O:1]1[CH2:3][CH:2]1[CH2:4][O:5][C:6]1[CH:7]=[C:8]([CH2:12][OH:13])[CH:9]=[CH:10][CH:11]=1.[C:14]1([C:20]2[C:28]3[C:27]([N:29]4[CH2:34][CH2:33][CH:32]([NH2:35])[CH2:31][CH2:30]4)=[N:26][CH:25]=[N:24][C:23]=3[S:22][CH:21]=2)[CH:19]=[CH:18][CH:17]=[CH:16][CH:15]=1. The yield is 0.640. No catalyst specified. The product is [OH:13][CH2:12][C:8]1[CH:7]=[C:6]([CH:11]=[CH:10][CH:9]=1)[O:5][CH2:4][CH:2]([OH:1])[CH2:3][NH:35][CH:32]1[CH2:33][CH2:34][N:29]([C:27]2[C:28]3[C:20]([C:14]4[CH:19]=[CH:18][CH:17]=[CH:16][CH:15]=4)=[CH:21][S:22][C:23]=3[N:24]=[CH:25][N:26]=2)[CH2:30][CH2:31]1.